This data is from Reaction yield outcomes from USPTO patents with 853,638 reactions. The task is: Predict the reaction yield, written as a fraction of the theoretical maximum amount of product (1.0 means a 100% yield; for example, 0.34 means a 34% yield). (1) The reactants are [Cl:1][C:2]1[CH:7]=[CH:6][C:5]([S:8]([N:11]([C@H:20]([CH2:24][CH:25]([CH3:27])[CH3:26])[C:21]([NH2:23])=[O:22])[CH2:12][C:13]2[CH:18]=[CH:17][C:16]([NH2:19])=[CH:15][CH:14]=2)(=[O:10])=[O:9])=[CH:4][CH:3]=1.CCN(CC)CC.[C:35](Cl)(=[O:37])[CH3:36]. The catalyst is C(Cl)Cl. The product is [C:35]([NH:19][C:16]1[CH:17]=[CH:18][C:13]([CH2:12][N:11]([C@H:20]([CH2:24][CH:25]([CH3:27])[CH3:26])[C:21]([NH2:23])=[O:22])[S:8]([C:5]2[CH:4]=[CH:3][C:2]([Cl:1])=[CH:7][CH:6]=2)(=[O:9])=[O:10])=[CH:14][CH:15]=1)(=[O:37])[CH3:36]. The yield is 0.410. (2) The reactants are [F:1][C:2]1[CH:7]=[CH:6][CH:5]=[C:4]([N+:8]([O-])=O)[C:3]=1[C:11]1[CH:16]=[CH:15][CH:14]=[CH:13][C:12]=1[F:17].C1(P(C2C=CC=CC=2)C2C=CC=CC=2)C=CC=CC=1. The catalyst is ClC1C=CC=CC=1Cl. The product is [F:1][C:2]1[C:3]2[C:11]3[C:16](=[CH:15][CH:14]=[CH:13][C:12]=3[F:17])[NH:8][C:4]=2[CH:5]=[CH:6][CH:7]=1. The yield is 0.440. (3) The reactants are [OH:1][C:2]1[CH:7]=[CH:6][C:5]([N:8]2[C:13](=[O:14])[C:12]([CH2:15][C:16]3[CH:21]=[CH:20][C:19]([C:22]4[C:23]([C:28]#[N:29])=[CH:24][CH:25]=[CH:26][CH:27]=4)=[CH:18][CH:17]=3)=[C:11]([CH2:30][CH2:31][CH3:32])[N:10]=[C:9]2[CH3:33])=[CH:4][CH:3]=1.I[CH2:35][C:36]([CH3:39])([CH3:38])[CH3:37].[C:40](=[O:43])([O-])[O-:41].[Cs+].[Cs+].C(OCC)(=O)C.C[N:53](C)C=O. The catalyst is O. The product is [CH3:35][C:36]([CH3:39])([CH3:38])[CH2:37][O:1][C:2]1[CH:3]=[CH:4][C:5]([N:8]2[C:13](=[O:14])[C:12]([CH2:15][C:16]3[CH:21]=[CH:20][C:19]([C:22]4[CH:27]=[CH:26][CH:25]=[CH:24][C:23]=4[C:28]4[NH:53][C:40](=[O:43])[O:41][N:29]=4)=[CH:18][CH:17]=3)=[C:11]([CH2:30][CH2:31][CH3:32])[N:10]=[C:9]2[CH3:33])=[CH:6][CH:7]=1. The yield is 0.600. (4) The reactants are [Cl-].O[NH3+:3].[C:4](=[O:7])([O-])[OH:5].[Na+].CS(C)=O.[O:13]1[C:17]2([CH2:22][CH2:21][N:20]([C:23]3[CH:28]=[CH:27][C:26]([N:29]4[C:34](=[O:35])[C:33]([CH2:36][C:37]5[CH:42]=[CH:41][C:40]([C:43]6[C:44]([C:49]#[N:50])=[CH:45][CH:46]=[CH:47][CH:48]=6)=[CH:39][CH:38]=5)=[C:32]([CH2:51][CH2:52][CH3:53])[N:31]=[C:30]4[CH2:54][CH3:55])=[CH:25][CH:24]=3)[CH2:19][CH2:18]2)[O:16][CH2:15][CH2:14]1. The catalyst is O. The product is [O:13]1[C:17]2([CH2:22][CH2:21][N:20]([C:23]3[CH:24]=[CH:25][C:26]([N:29]4[C:34](=[O:35])[C:33]([CH2:36][C:37]5[CH:42]=[CH:41][C:40]([C:43]6[CH:48]=[CH:47][CH:46]=[CH:45][C:44]=6[C:49]6[NH:3][C:4](=[O:7])[O:5][N:50]=6)=[CH:39][CH:38]=5)=[C:32]([CH2:51][CH2:52][CH3:53])[N:31]=[C:30]4[CH2:54][CH3:55])=[CH:27][CH:28]=3)[CH2:19][CH2:18]2)[O:16][CH2:15][CH2:14]1. The yield is 0.380. (5) The yield is 0.600. The product is [F:14][C:11]1[CH:10]=[CH:9][C:8]2[CH:4]3[CH2:5][CH:1]([CH2:6][C:7]=2[C:12]=1[F:13])[CH:2]=[CH:3]3. The reactants are [CH:1]1([CH2:6][C:7]2[C:12]([F:13])=[C:11]([F:14])[CH:10]=[CH:9][C:8]=2OS(C(F)(F)F)(=O)=O)[CH2:5][CH:4]=[CH:3][CH2:2]1.C(N(C(C)C)CC)(C)C.C([O-])(=O)C.[K+]. The catalyst is CN(C=O)C.[Cl-].[Na+].O.C([O-])(=O)C.[Pd+2].C([O-])(=O)C.C1(C)C=CC=CC=1P(C1C=CC=CC=1C)C1C=CC=CC=1C. (6) The reactants are O=[C:2]([C:17]1[CH:22]=[CH:21][CH:20]=[CH:19][N:18]=1)[CH2:3][N:4]1[CH2:9][CH2:8][N:7]([C:10]([O:12][C:13]([CH3:16])([CH3:15])[CH3:14])=[O:11])[CH2:6][CH2:5]1.COC(OC)[N:26]([CH3:28])C.[NH2:31]N. The yield is 0.380. The product is [N:18]1[CH:19]=[CH:20][CH:21]=[CH:22][C:17]=1[C:2]1[C:3]([N:4]2[CH2:9][CH2:8][N:7]([C:10]([O:12][C:13]([CH3:16])([CH3:15])[CH3:14])=[O:11])[CH2:6][CH2:5]2)=[CH:28][NH:26][N:31]=1. No catalyst specified.